This data is from hERG potassium channel inhibition data for cardiac toxicity prediction from Karim et al.. The task is: Regression/Classification. Given a drug SMILES string, predict its toxicity properties. Task type varies by dataset: regression for continuous values (e.g., LD50, hERG inhibition percentage) or binary classification for toxic/non-toxic outcomes (e.g., AMES mutagenicity, cardiotoxicity, hepatotoxicity). Dataset: herg_karim. (1) The molecule is CCOC(=O)C1=C(CN2CCOCC2)NC(n2ncnn2)=NC1c1ccc(F)cc1Br. The result is 0 (non-blocker). (2) The drug is CN1c2nc(-c3ccc(Cl)cc3Cl)c(-c3ccc(Cl)cc3)cc2C(C(=O)NCO)CC1(C)C. The result is 1 (blocker). (3) The compound is O=C(Nc1ccc(-c2nnc(NCCCCN3CCC(F)CC3)o2)cc1)c1ccccc1F. The result is 0 (non-blocker). (4) The compound is C[C@H]1CC[C@@H](c2nc(-c3ccc(C(=O)Nc4cc(C(F)(F)F)ccn4)cc3F)c3c(N)nccn23)CN1C(=O)C1CC1. The result is 1 (blocker).